This data is from Full USPTO retrosynthesis dataset with 1.9M reactions from patents (1976-2016). The task is: Predict the reactants needed to synthesize the given product. (1) Given the product [CH3:17][O:18][C:19]1[CH:27]=[CH:26][CH:25]=[CH:24][C:20]=1[CH2:21][CH2:22][N:10]1[CH2:11][CH2:12][CH:7]([CH2:6][CH2:5][C:4]2[CH:13]=[CH:14][CH:15]=[CH:16][C:3]=2[O:2][CH3:1])[CH2:8][CH2:9]1, predict the reactants needed to synthesize it. The reactants are: [CH3:1][O:2][C:3]1[CH:16]=[CH:15][CH:14]=[CH:13][C:4]=1[CH2:5][CH2:6][CH:7]1[CH2:12][CH2:11][NH:10][CH2:9][CH2:8]1.[CH3:17][O:18][C:19]1[CH:27]=[CH:26][CH:25]=[CH:24][C:20]=1[CH2:21][CH2:22]Br.C([O-])([O-])=O.[K+].[K+]. (2) Given the product [CH3:63][O:64][C:65](=[O:73])[C@@H:66]([NH:67][C:68](=[O:70])[CH3:69])[CH2:71][S:72][C:41]1[C:42](=[O:43])[C:44]([O:49][CH3:50])=[C:45]2[C:47](=[O:48])[C:40]=1[NH:39][C:37](=[O:38])[C:36]([CH3:51])=[CH:35][CH:34]=[CH:33][C@H:32]([O:52][CH3:53])[C@@H:31]([O:54][C:55](=[O:56])[NH2:57])[C:30]([CH3:58])=[CH:29][C@H:28]([CH3:59])[C@@H:27]([OH:60])[C@@H:26]([O:61][CH3:62])[CH2:25][C@H:24]([CH3:23])[CH2:46]2, predict the reactants needed to synthesize it. The reactants are: N1(C2CCCCCCCCCC2)CCCN=CCCCCC1.[CH3:23][C@@H:24]1[CH2:46][C:45]2[C:47](=[O:48])[C:40](=[CH:41][C:42]([C:44]=2[O:49][CH3:50])=[O:43])[NH:39][C:37](=[O:38])[C:36]([CH3:51])=[CH:35][CH:34]=[CH:33][C@H:32]([O:52][CH3:53])[C@@H:31]([O:54][C:55]([NH2:57])=[O:56])[C:30]([CH3:58])=[CH:29][C@H:28]([CH3:59])[C@@H:27]([OH:60])[C@@H:26]([O:61][CH3:62])[CH2:25]1.[CH3:63][O:64][C:65](=[O:73])[C@H:66]([CH2:71][SH:72])[NH:67][C:68](=[O:70])[CH3:69]. (3) Given the product [F:35][C:36]1[C:46]([F:47])=[CH:45][C:44]([C:15]2[CH:16]=[C:17]3[C:9]([C:4]4[CH:5]=[CH:6][CH:7]=[CH:8][C:3]=4[O:2][CH3:1])=[N:10][N:11]([CH2:27][O:28][CH2:29][CH2:30][Si:31]([CH3:34])([CH3:32])[CH3:33])[C:12]3=[N:13][CH:14]=2)=[CH:43][C:37]=1[C:38]([N:40]([CH3:42])[CH3:41])=[O:39], predict the reactants needed to synthesize it. The reactants are: [CH3:1][O:2][C:3]1[CH:8]=[CH:7][CH:6]=[CH:5][C:4]=1[C:9]1[C:17]2[C:12](=[N:13][CH:14]=[C:15](B3OC(C)(C)C(C)(C)O3)[CH:16]=2)[N:11]([CH2:27][O:28][CH2:29][CH2:30][Si:31]([CH3:34])([CH3:33])[CH3:32])[N:10]=1.[F:35][C:36]1[C:46]([F:47])=[CH:45][C:44](I)=[CH:43][C:37]=1[C:38]([N:40]([CH3:42])[CH3:41])=[O:39].C(=O)([O-])[O-].[Na+].[Na+].S([O-])([O-])(=O)=O.[Na+].[Na+]. (4) Given the product [Cl:1][C:2]1[CH:10]=[CH:9][C:5]([C:6]([O:8][CH3:16])=[O:7])=[CH:4][CH:3]=1, predict the reactants needed to synthesize it. The reactants are: [Cl:1][C:2]1[CH:10]=[CH:9][C:5]([C:6]([OH:8])=[O:7])=[CH:4][CH:3]=1.OS(O)(=O)=O.[CH3:16]O. (5) Given the product [CH3:17][C:3]1[NH:4][C:5]([C:7]2[CH:8]=[CH:9][C:10]([C:13]([F:16])([F:14])[F:15])=[CH:11][CH:12]=2)=[N:6][C:2]=1[CH2:1][N:25]1[CH2:26][CH2:27][C:22]2([O:28][CH2:19][CH2:20][O:21]2)[CH2:23][CH2:24]1, predict the reactants needed to synthesize it. The reactants are: [CH3:1][C:2]1[NH:6][C:5]([C:7]2[CH:12]=[CH:11][C:10]([C:13]([F:16])([F:15])[F:14])=[CH:9][CH:8]=2)=[N:4][C:3]=1[CH:17]=O.[CH2:19]1[O:28][C:22]2([CH2:27][CH2:26][NH:25][CH2:24][CH2:23]2)[O:21][CH2:20]1.[Na].[OH-].[Na+]. (6) Given the product [CH2:27]([N:26]1[C:22]([C@H:18]2[CH2:19][CH2:20][CH2:21][C@@H:17]2[O:16][C:13]2[CH:14]=[CH:15][C:10]([S:7]([NH:6][C:30]3[CH:35]=[CH:34][N:33]=[CH:32][N:31]=3)(=[O:9])=[O:8])=[C:11]([F:29])[CH:12]=2)=[CH:23][CH:24]=[N:25]1)[CH3:28], predict the reactants needed to synthesize it. The reactants are: COC1C=C(OC)C=CC=1C[N:6]([C:30]1[CH:35]=[CH:34][N:33]=[CH:32][N:31]=1)[S:7]([C:10]1[CH:15]=[CH:14][C:13]([O:16][C@H:17]2[CH2:21][CH2:20][CH2:19][C@@H:18]2[C:22]2[N:26]([CH2:27][CH3:28])[N:25]=[CH:24][CH:23]=2)=[CH:12][C:11]=1[F:29])(=[O:9])=[O:8].C([SiH](CC)CC)C.FC(F)(F)C(O)=O. (7) Given the product [Cl:1][C:2]1[CH:3]=[CH:4][C:5]([S:8]([N:11]([CH3:17])[C:12](=[CH2:16])[C:13]([NH:45][CH2:44][C:42]2[CH:41]=[CH:40][N:39]=[C:38]([C:35]3[CH:34]=[CH:33][C:32]([O:31][C:30]([F:47])([F:29])[F:46])=[CH:37][CH:36]=3)[CH:43]=2)=[O:15])(=[O:9])=[O:10])=[CH:6][CH:7]=1, predict the reactants needed to synthesize it. The reactants are: [Cl:1][C:2]1[CH:7]=[CH:6][C:5]([S:8]([N:11]([CH3:17])[C:12](=[CH2:16])[C:13]([OH:15])=O)(=[O:10])=[O:9])=[CH:4][CH:3]=1.CCOC(OC(OCC)=O)=O.[F:29][C:30]([F:47])([F:46])[O:31][C:32]1[CH:37]=[CH:36][C:35]([C:38]2[CH:43]=[C:42]([CH2:44][NH2:45])[CH:41]=[CH:40][N:39]=2)=[CH:34][CH:33]=1. (8) Given the product [CH3:8][O:9][CH2:10][CH2:11][N:12]1[CH:6]([C:2]2[S:1][CH:5]=[CH:4][CH:3]=2)[CH:14]([C:13]([NH:25][C:26]2[CH:31]=[CH:30][C:29]([CH3:32])=[CH:28][CH:27]=2)=[O:24])[C:15]2[C:16](=[CH:20][CH:21]=[CH:22][CH:23]=2)[C:17]1=[O:19], predict the reactants needed to synthesize it. The reactants are: [S:1]1[CH:5]=[CH:4][CH:3]=[C:2]1[CH:6]=O.[CH3:8][O:9][CH2:10][CH2:11][NH2:12].[C:13]1(=[O:24])[O:19][C:17](=O)[C:16]2=[CH:20][CH:21]=[CH:22][CH:23]=[C:15]2[CH2:14]1.[NH2:25][C:26]1[CH:31]=[CH:30][C:29]([CH3:32])=[CH:28][CH:27]=1. (9) Given the product [C:18]([O:17][C:15]([N:1]1[CH2:7][CH2:6][CH2:5][NH:4][CH2:3][CH2:2]1)=[O:16])([CH3:21])([CH3:20])[CH3:19], predict the reactants needed to synthesize it. The reactants are: [NH:1]1[CH2:7][CH2:6][CH2:5][NH:4][CH2:3][CH2:2]1.C(N(CC)CC)C.[C:15](O[C:15]([O:17][C:18]([CH3:21])([CH3:20])[CH3:19])=[O:16])([O:17][C:18]([CH3:21])([CH3:20])[CH3:19])=[O:16]. (10) Given the product [NH2:1][C:2]1[N:6]([C:7]2[C:8]([CH3:18])=[CH:9][C:10]([CH3:17])=[C:11]([SH:13])[CH:12]=2)[N:5]=[C:4]([C:19]([F:22])([F:21])[F:20])[N:3]=1, predict the reactants needed to synthesize it. The reactants are: [NH2:1][C:2]1[N:6]([C:7]2[C:8]([CH3:18])=[CH:9][C:10]([CH3:17])=[C:11]([S:13](Cl)(=O)=O)[CH:12]=2)[N:5]=[C:4]([C:19]([F:22])([F:21])[F:20])[N:3]=1.C(O)C.Cl.O.